This data is from Full USPTO retrosynthesis dataset with 1.9M reactions from patents (1976-2016). The task is: Predict the reactants needed to synthesize the given product. Given the product [C:45]([O:44][C:42]([N:39]1[CH2:38][CH:37]=[C:36]([C:2]2[CH:26]=[CH:25][C:5]3[C:6]4[N:10]([CH2:11][CH2:12][O:13][C:4]=3[CH:3]=2)[CH:9]=[C:8]([C:14]2[N:15]([CH:22]([CH3:24])[CH3:23])[N:16]=[C:17]([CH2:19][O:20][CH3:21])[N:18]=2)[N:7]=4)[CH2:41][CH2:40]1)=[O:43])([CH3:48])([CH3:46])[CH3:47], predict the reactants needed to synthesize it. The reactants are: Br[C:2]1[CH:26]=[CH:25][C:5]2[C:6]3[N:10]([CH2:11][CH2:12][O:13][C:4]=2[CH:3]=1)[CH:9]=[C:8]([C:14]1[N:15]([CH:22]([CH3:24])[CH3:23])[N:16]=[C:17]([CH2:19][O:20][CH3:21])[N:18]=1)[N:7]=3.B1([C:36]2[CH2:41][CH2:40][N:39]([C:42]([O:44][C:45]([CH3:48])([CH3:47])[CH3:46])=[O:43])[CH2:38][CH:37]=2)OC(C)(C)C(C)(C)O1.C(=O)([O-])[O-].[Cs+].[Cs+].ClCCl.